This data is from Forward reaction prediction with 1.9M reactions from USPTO patents (1976-2016). The task is: Predict the product of the given reaction. (1) Given the reactants I[C:2]1[N:11]=[C:10]2[N:4]([CH2:5][CH2:6][C:7]3[CH:23]=[CH:22][CH:21]=[CH:20][C:8]=3[CH:9]2[O:12][CH:13]2[CH2:18][CH2:17][N:16]([CH3:19])[CH2:15][CH2:14]2)[C:3]=1[CH3:24].C([Sn](CCCC)(CCCC)[C:30]1[CH:35]=[CH:34][N:33]=[CH:32][CH:31]=1)CCC.[K].[Li+].[Cl-], predict the reaction product. The product is: [CH3:24][C:3]1[N:4]2[C:10]([CH:9]([O:12][CH:13]3[CH2:18][CH2:17][N:16]([CH3:19])[CH2:15][CH2:14]3)[C:8]3[CH:20]=[CH:21][CH:22]=[CH:23][C:7]=3[CH2:6][CH2:5]2)=[N:11][C:2]=1[C:30]1[CH:35]=[CH:34][N:33]=[CH:32][CH:31]=1. (2) Given the reactants [NH2:1][C:2]1[CH:7]=[CH:6][CH:5]=[CH:4][CH:3]=1.C([O:10][CH:11]=[C:12](C(OCC)=O)[C:13](OCC)=O)C.O(C1C=CC=CC=1)C1C=CC=CC=1, predict the reaction product. The product is: [NH:1]1[C:2]2[C:7](=[CH:6][CH:5]=[CH:4][CH:3]=2)[CH:13]=[CH:12][C:11]1=[O:10]. (3) Given the reactants Br[C:2]1[CH:7]=[CH:6][CH:5]=[CH:4][C:3]=1[CH2:8][C:9]([OH:11])=[O:10].[F:12][C:13]1[CH:14]=[C:15]([CH:17]=[CH:18][CH:19]=1)[NH2:16], predict the reaction product. The product is: [F:12][C:13]1[CH:14]=[C:15]([NH:16][C:2]2[CH:7]=[CH:6][CH:5]=[CH:4][C:3]=2[CH2:8][C:9]([OH:11])=[O:10])[CH:17]=[CH:18][CH:19]=1. (4) Given the reactants C(OC([NH:11][C@H:12]([CH2:21][O:22][CH2:23][O:24][CH3:25])[CH2:13][C:14]([O:16][C:17]([CH3:20])([CH3:19])[CH3:18])=[O:15])=O)C1C=CC=CC=1.[H][H], predict the reaction product. The product is: [NH2:11][C@H:12]([CH2:21][O:22][CH2:23][O:24][CH3:25])[CH2:13][C:14]([O:16][C:17]([CH3:20])([CH3:18])[CH3:19])=[O:15].